This data is from Full USPTO retrosynthesis dataset with 1.9M reactions from patents (1976-2016). The task is: Predict the reactants needed to synthesize the given product. (1) The reactants are: [CH3:1][O:2][C:3]1[C:4]([CH2:13][CH:14]=[CH2:15])=[C:5]([CH:10]=[CH:11][CH:12]=1)[C:6]([O:8]C)=[O:7]. Given the product [CH3:1][O:2][C:3]1[C:4]([CH2:13][CH2:14][CH3:15])=[C:5]([CH:10]=[CH:11][CH:12]=1)[C:6]([OH:8])=[O:7], predict the reactants needed to synthesize it. (2) Given the product [OH:25][C:9]1[C:10]2[S:17][C:16]([S:18][C:19]3[CH:20]=[CH:21][CH:22]=[CH:23][CH:24]=3)=[CH:15][C:11]=2[CH:12]=[N:13][C:8]=1[C:6]([NH:38][CH2:33][C:31]([OH:32])=[O:30])=[O:7], predict the reactants needed to synthesize it. The reactants are: C(O[C:6]([C:8]1[N:13]=[C:12](Br)[C:11]2[CH:15]=[C:16]([S:18][C:19]3[CH:24]=[CH:23][CH:22]=[CH:21][CH:20]=3)[S:17][C:10]=2[C:9]=1[OH:25])=[O:7])CCC.C([O:30][C:31]([C:33]1C(O)=C2C=C(SC3C=CC=CC=3)SC2=C(Br)[N:38]=1)=[O:32])CCC. (3) Given the product [CH:1]1([C:4]2[CH:5]=[CH:6][C:7]([C:18]([NH:40][C@@H:41]([CH2:45][CH:46]([CH3:48])[CH3:47])[C:42]([NH:44][CH3:21])=[O:43])=[O:20])=[N:8][C:9]=2[O:10][CH2:11][CH:12]2[CH2:13][CH2:14][O:15][CH2:16][CH2:17]2)[CH2:2][CH2:3]1, predict the reactants needed to synthesize it. The reactants are: [CH:1]1([C:4]2[CH:5]=[CH:6][C:7]([C:18]([OH:20])=O)=[N:8][C:9]=2[O:10][CH2:11][CH:12]2[CH2:17][CH2:16][O:15][CH2:14][CH2:13]2)[CH2:3][CH2:2]1.[CH:21]1(C2C=CC(C(O)=O)=NC=2OCC2CCCO2)CC1.[NH2:40][C@@H:41]([CH2:45][CH:46]([CH3:48])[CH3:47])[C:42]([NH2:44])=[O:43]. (4) Given the product [Br:13][C:5]1[C:4]([Cl:12])=[N:3][C:2]([Cl:1])=[C:7]([N+:8]([O-:10])=[O:9])[C:6]=1[NH2:11], predict the reactants needed to synthesize it. The reactants are: [Cl:1][C:2]1[C:7]([N+:8]([O-:10])=[O:9])=[C:6]([NH2:11])[CH:5]=[C:4]([Cl:12])[N:3]=1.[Br:13]N1C(=O)CCC1=O. (5) Given the product [CH3:17][C:18]([CH3:27])([CH3:26])[CH2:19][N:20]1[CH2:25][CH2:24][N:23]([C:2]2[CH:7]=[CH:6][C:5]([N+:8]([O-:10])=[O:9])=[CH:4][C:3]=2[C:11]([F:14])([F:13])[F:12])[CH2:22][CH2:21]1, predict the reactants needed to synthesize it. The reactants are: F[C:2]1[CH:7]=[CH:6][C:5]([N+:8]([O-:10])=[O:9])=[CH:4][C:3]=1[C:11]([F:14])([F:13])[F:12].Br.Br.[CH3:17][C:18]([CH3:27])([CH3:26])[CH2:19][N:20]1[CH2:25][CH2:24][NH:23][CH2:22][CH2:21]1.C([O-])([O-])=O.[K+].[K+]. (6) Given the product [Cl:1][C:2]1[CH:10]=[C:9]2[C:5]([CH2:6][CH2:7]/[C:8]/2=[C:18](/[C:16]#[N:17])\[C:19]([O:21][CH2:22][CH3:23])=[O:20])=[CH:4][CH:3]=1, predict the reactants needed to synthesize it. The reactants are: [Cl:1][C:2]1[CH:10]=[C:9]2[C:5]([CH2:6][CH2:7][C:8]2=O)=[CH:4][CH:3]=1.CC(O)=O.[C:16]([CH2:18][C:19]([O:21][CH2:22][CH3:23])=[O:20])#[N:17].O. (7) Given the product [CH2:1]([C:3]1[NH:7][C:6]([C:8]2[CH:13]=[CH:12][C:11]([F:14])=[CH:10][CH:9]=2)=[N:5][C:4]=1[C:15]([OH:17])=[O:16])[CH3:2], predict the reactants needed to synthesize it. The reactants are: [CH2:1]([C:3]1[NH:7][C:6]([C:8]2[CH:13]=[CH:12][C:11]([F:14])=[CH:10][CH:9]=2)=[N:5][C:4]=1[C:15]([O:17]CC)=[O:16])[CH3:2].[OH-].[Na+].C(O)C. (8) Given the product [CH3:38][N:39]([CH3:43])[CH2:40][C:41]#[C:42][C:14]1[N:13]([S:17]([C:20]2[CH:21]=[CH:22][CH:23]=[CH:24][CH:25]=2)(=[O:19])=[O:18])[C:10]2=[N:11][CH:12]=[C:7]([NH:6][C:4](=[O:5])[C:3]3[C:26]([F:37])=[CH:27][CH:28]=[C:29]([NH:30][S:31]([CH2:34][CH2:35][CH3:36])(=[O:32])=[O:33])[C:2]=3[F:1])[CH:8]=[C:9]2[CH:15]=1, predict the reactants needed to synthesize it. The reactants are: [F:1][C:2]1[C:29]([NH:30][S:31]([CH2:34][CH2:35][CH3:36])(=[O:33])=[O:32])=[CH:28][CH:27]=[C:26]([F:37])[C:3]=1[C:4]([NH:6][C:7]1[CH:8]=[C:9]2[CH:15]=[C:14](I)[N:13]([S:17]([C:20]3[CH:25]=[CH:24][CH:23]=[CH:22][CH:21]=3)(=[O:19])=[O:18])[C:10]2=[N:11][CH:12]=1)=[O:5].[CH3:38][N:39]([CH3:43])[CH2:40][C:41]#[CH:42]. (9) Given the product [C:11]([OH:14])(=[O:13])[CH3:12].[N:1]([CH2:8][CH2:9][OH:10])([CH2:5][CH2:6][OH:7])[CH2:2][CH2:3][OH:4], predict the reactants needed to synthesize it. The reactants are: [N:1]([CH2:8][CH2:9][OH:10])([CH2:5][CH2:6][OH:7])[CH2:2][CH2:3][OH:4].[C:11]([OH:14])(=[O:13])[CH3:12]. (10) Given the product [CH2:26]([O:25][C:23]([N:17]1[CH2:22][CH2:21][N:20]([CH:2]2[CH2:8][CH:7]3[N:9]([C:10]([O:12][C:13]([CH3:16])([CH3:15])[CH3:14])=[O:11])[CH:4]([CH2:5][CH2:6]3)[CH2:3]2)[CH2:19][CH2:18]1)=[O:24])[C:27]1[CH:32]=[CH:31][CH:30]=[CH:29][CH:28]=1, predict the reactants needed to synthesize it. The reactants are: O=[C:2]1[CH2:8][CH:7]2[N:9]([C:10]([O:12][C:13]([CH3:16])([CH3:15])[CH3:14])=[O:11])[CH:4]([CH2:5][CH2:6]2)[CH2:3]1.[N:17]1([C:23]([O:25][CH2:26][C:27]2[CH:32]=[CH:31][CH:30]=[CH:29][CH:28]=2)=[O:24])[CH2:22][CH2:21][NH:20][CH2:19][CH2:18]1.C(O[BH-](OC(=O)C)OC(=O)C)(=O)C.[Na+].C([O-])([O-])=O.[K+].[K+].